Dataset: Forward reaction prediction with 1.9M reactions from USPTO patents (1976-2016). Task: Predict the product of the given reaction. (1) Given the reactants Cl.[Cl:2][C:3]1[CH:11]=[C:10]([NH:12][C:13]2[C:22]3[C:17](=[CH:18][CH:19]=[CH:20][C:21]=3[O:23][CH:24]3[CH2:29][CH2:28][N:27]([CH3:30])[CH2:26][CH2:25]3)[N:16]=[CH:15][N:14]=2)[CH:9]=[CH:8][C:4]=1[C:5]([OH:7])=O.[CH3:31][CH:32]1[CH2:37][CH2:36][NH:35][CH2:34][CH2:33]1, predict the reaction product. The product is: [Cl:2][C:3]1[CH:11]=[C:10]([CH:9]=[CH:8][C:4]=1[C:5]([N:35]1[CH2:36][CH2:37][CH:32]([CH3:31])[CH2:33][CH2:34]1)=[O:7])[NH:12][C:13]1[C:22]2[C:17](=[CH:18][CH:19]=[CH:20][C:21]=2[O:23][CH:24]2[CH2:25][CH2:26][N:27]([CH3:30])[CH2:28][CH2:29]2)[N:16]=[CH:15][N:14]=1. (2) Given the reactants [NH2:1][CH2:2][CH2:3][C:4]1[CH:11]=[CH:10][C:7]([C:8]#[N:9])=[CH:6][CH:5]=1.C(N(CC)CC)C.[CH3:19][C:20]([CH3:25])([CH3:24])[C:21](Cl)=[O:22], predict the reaction product. The product is: [CH3:19][C:20]([CH3:25])([CH3:24])[C:21]([NH:1][CH2:2][CH2:3][C:4]1[CH:11]=[CH:10][C:7]([C:8]#[N:9])=[CH:6][CH:5]=1)=[O:22]. (3) Given the reactants [C:1]([NH:4][C:5]1[CH:10]=[CH:9][C:8](B(O)O)=[CH:7][CH:6]=1)(=[O:3])[CH3:2].Cl[C:15]1[N:20]=[C:19]([NH2:21])[N:18]=[C:17]([NH:22][CH3:23])[CH:16]=1, predict the reaction product. The product is: [NH2:21][C:19]1[N:20]=[C:15]([C:8]2[CH:9]=[CH:10][C:5]([NH:4][C:1](=[O:3])[CH3:2])=[CH:6][CH:7]=2)[CH:16]=[C:17]([NH:22][CH3:23])[N:18]=1. (4) Given the reactants [CH3:1][O:2][C:3]1[CH:8]=[CH:7][C:6](B(O)O)=[CH:5][CH:4]=1.Br[C:13]1[CH:20]=[CH:19][C:16]([C:17]#[N:18])=[C:15]([F:21])[CH:14]=1.C([O-])([O-])=O.[Na+].[Na+].[OH-].[Na+], predict the reaction product. The product is: [F:21][C:15]1[CH:14]=[C:13]([C:6]2[CH:7]=[CH:8][C:3]([O:2][CH3:1])=[CH:4][CH:5]=2)[CH:20]=[CH:19][C:16]=1[C:17]#[N:18]. (5) Given the reactants [O:1]=[C:2]1[CH:7]=[C:6]([C:8]2[CH:13]=[CH:12][C:11]([C:14]([F:17])([F:16])[F:15])=[CH:10][N:9]=2)[CH:5]=[CH:4][N:3]1[C:18]1[CH:23]=[CH:22][C:21]2[C:24]3[CH2:29][CH2:28][N:27](C(OC(C)(C)C)=O)[CH2:26][C:25]=3[S:37][C:20]=2[CH:19]=1.[ClH:38], predict the reaction product. The product is: [ClH:38].[CH2:26]1[C:25]2[S:37][C:20]3[CH:19]=[C:18]([N:3]4[CH:4]=[CH:5][C:6]([C:8]5[CH:13]=[CH:12][C:11]([C:14]([F:17])([F:15])[F:16])=[CH:10][N:9]=5)=[CH:7][C:2]4=[O:1])[CH:23]=[CH:22][C:21]=3[C:24]=2[CH2:29][CH2:28][NH:27]1. (6) Given the reactants [C:1](Cl)(=[O:3])[CH3:2].[NH2:5][C:6]1[C:15]2[N:16]=[C:17]([CH2:28][O:29][CH2:30][CH3:31])[N:18]([CH2:19][C:20]([NH:23][S:24]([CH3:27])(=[O:26])=[O:25])([CH3:22])[CH3:21])[C:14]=2[C:13]2[CH:12]=[CH:11][CH:10]=[CH:9][C:8]=2[N:7]=1.C(N(CC)CC)C.C(OC(=O)C)(=O)C, predict the reaction product. The product is: [CH2:30]([O:29][CH2:28][C:17]1[N:18]([CH2:19][C:20]([CH3:22])([NH:23][S:24]([CH3:27])(=[O:26])=[O:25])[CH3:21])[C:14]2[C:13]3[CH:12]=[CH:11][CH:10]=[CH:9][C:8]=3[N:7]=[C:6]([NH:5][C:1](=[O:3])[CH3:2])[C:15]=2[N:16]=1)[CH3:31]. (7) Given the reactants [Cl:1][C:2]1[CH:7]=[CH:6][C:5]([C:8]2[O:12][C:11]([CH:13]=O)=[CH:10][CH:9]=2)=[CH:4][CH:3]=1.[S:15]1[CH2:21][C:19](=[O:20])[N:18]([CH2:22][C:23]([OH:25])=[O:24])[C:16]1=[S:17].C([O-])(=O)C.[Na+], predict the reaction product. The product is: [Cl:1][C:2]1[CH:3]=[CH:4][C:5]([C:8]2[O:12][C:11](/[CH:13]=[C:21]3/[C:19](=[O:20])[N:18]([CH2:22][C:23]([OH:25])=[O:24])[C:16](=[S:17])[S:15]/3)=[CH:10][CH:9]=2)=[CH:6][CH:7]=1.